Dataset: Full USPTO retrosynthesis dataset with 1.9M reactions from patents (1976-2016). Task: Predict the reactants needed to synthesize the given product. Given the product [NH2:24][CH:5]([CH2:4][CH2:3][C:2]([F:32])([F:33])[F:1])[CH2:6][O:7][C:8]1[CH:9]=[CH:10][C:11]2[C:20]3[C:15](=[CH:16][N:17]=[CH:18][CH:19]=3)[C:14](=[O:21])[N:13]([CH3:22])[C:12]=2[CH:23]=1, predict the reactants needed to synthesize it. The reactants are: [F:1][C:2]([F:33])([F:32])[CH2:3][CH2:4][CH:5]([NH:24]C(=O)OC(C)(C)C)[CH2:6][O:7][C:8]1[CH:9]=[CH:10][C:11]2[C:20]3[C:15](=[CH:16][N:17]=[CH:18][CH:19]=3)[C:14](=[O:21])[N:13]([CH3:22])[C:12]=2[CH:23]=1.Cl.O1CCOCC1.